The task is: Predict the reactants needed to synthesize the given product.. This data is from Full USPTO retrosynthesis dataset with 1.9M reactions from patents (1976-2016). Given the product [C:35]([O:22][C:21](=[O:23])[CH2:20][C@@:14]1([CH2:7][C:8]2[CH:13]=[CH:12][CH:11]=[CH:10][CH:9]=2)[CH2:18][CH2:17][C@@H:16]([CH3:19])[CH2:15]1)([CH3:37])([CH3:1])[CH3:36], predict the reactants needed to synthesize it. The reactants are: [C:1](Cl)(=O)C(Cl)=O.[CH2:7]([C@:14]1([CH2:20][C:21]([OH:23])=[O:22])[CH2:18][CH2:17][C@@H:16]([CH3:19])[CH2:15]1)[C:8]1[CH:13]=[CH:12][CH:11]=[CH:10][CH:9]=1.CN(C)C=O.C(N([CH:35]([CH3:37])[CH3:36])CC)(C)C.